Dataset: Full USPTO retrosynthesis dataset with 1.9M reactions from patents (1976-2016). Task: Predict the reactants needed to synthesize the given product. (1) The reactants are: I[C:2]1[CH:3]=[CH:4][C:5]2[N:6]([CH:8]=[C:9]([NH:11][C:12]([CH:14]3[CH2:16][CH2:15]3)=[O:13])[N:10]=2)[N:7]=1.[CH3:17][C:18]1[S:19][C:20]2[CH:26]=[C:25]([OH:27])[CH:24]=[CH:23][C:21]=2[N:22]=1.C(=O)([O-])[O-].[K+].[K+]. Given the product [CH3:17][C:18]1[S:19][C:20]2[CH:26]=[C:25]([O:27][C:2]3[CH:3]=[CH:4][C:5]4[N:6]([CH:8]=[C:9]([NH:11][C:12]([CH:14]5[CH2:16][CH2:15]5)=[O:13])[N:10]=4)[N:7]=3)[CH:24]=[CH:23][C:21]=2[N:22]=1, predict the reactants needed to synthesize it. (2) Given the product [O:19]=[S:16]1(=[O:20])[CH2:17][CH2:18][CH:14]([C:5]2[C:4]3[C:8](=[C:9]([C:11]([NH2:13])=[O:12])[CH:10]=[C:2]([C:29]4[CH:30]=[C:31]([CH2:34][N:35]5[CH2:36][CH2:37][CH2:38][CH2:39][CH2:40][CH2:41]5)[S:32][CH:33]=4)[CH:3]=3)[NH:7][CH:6]=2)[CH2:15]1, predict the reactants needed to synthesize it. The reactants are: Br[C:2]1[CH:3]=[C:4]2[C:8](=[C:9]([C:11]([NH2:13])=[O:12])[CH:10]=1)[NH:7][CH:6]=[C:5]2[CH:14]1[CH2:18][CH2:17][S:16](=[O:20])(=[O:19])[CH2:15]1.CC1(C)C(C)(C)OB([C:29]2[CH:30]=[C:31]([CH2:34][N:35]3[CH2:41][CH2:40][CH2:39][CH2:38][CH2:37][CH2:36]3)[S:32][CH:33]=2)O1.C(=O)([O-])[O-].[K+].[K+].